From a dataset of Forward reaction prediction with 1.9M reactions from USPTO patents (1976-2016). Predict the product of the given reaction. (1) Given the reactants [Cl:1][C:2]1[CH:3]=[CH:4][C:5]([O:11][CH3:12])=[C:6]([CH:10]=1)[C:7](Cl)=[O:8].[CH3:13][NH2:14], predict the reaction product. The product is: [Cl:1][C:2]1[CH:3]=[CH:4][C:5]([O:11][CH3:12])=[C:6]([CH:10]=1)[C:7]([NH:14][CH3:13])=[O:8]. (2) Given the reactants [CH3:1][N:2]([C:4]1[CH:9]=[CH:8][C:7]([CH:10]=O)=[CH:6][CH:5]=1)[CH3:3].[Br-:12].[C:13]([CH2:16][CH2:17][CH2:18][CH2:19][CH2:20][N+:21]1[CH:26]=[CH:25][CH:24]=[CH:23][C:22]=1C)([OH:15])=[O:14].N1CCCC[CH2:29]1, predict the reaction product. The product is: [Br-:12].[C:13]([CH2:16][CH2:17][CH2:18][CH2:19][CH2:20][N+:21]1[CH:22]=[CH:23][C:24]([CH:29]=[CH:10][C:7]2[CH:6]=[CH:5][C:4]([N:2]([CH3:1])[CH3:3])=[CH:9][CH:8]=2)=[CH:25][CH:26]=1)([OH:15])=[O:14]. (3) Given the reactants [Cl:1][C:2]1[CH:3]=[C:4]([CH:8]=[C:9]([Cl:15])[C:10]=1[O:11][CH2:12][CH2:13][CH3:14])[C:5]([OH:7])=O.CN(C(ON1N=NC2C=CC=NC1=2)=[N+](C)C)C.F[P-](F)(F)(F)(F)F.CCN(C(C)C)C(C)C.O[NH:50][C:51]([C:53]1[C:54]2[CH:55]=[CH:56][N:57]=[CH:58][C:59]=2[CH:60]=[CH:61][CH:62]=1)=[NH:52], predict the reaction product. The product is: [Cl:15][C:9]1[CH:8]=[C:4]([C:5]2[O:7][N:52]=[C:51]([C:53]3[CH:62]=[CH:61][CH:60]=[C:59]4[C:54]=3[CH:55]=[CH:56][N:57]=[CH:58]4)[N:50]=2)[CH:3]=[C:2]([Cl:1])[C:10]=1[O:11][CH2:12][CH2:13][CH3:14]. (4) Given the reactants [N:1]1([C:10]2[S:14][C:13]([C:15]([O:17][CH3:18])=[O:16])=[C:12](OS(C(F)(F)F)(=O)=O)[CH:11]=2)[C:5]2[CH:6]=[CH:7][CH:8]=[CH:9][C:4]=2[N:3]=[CH:2]1.C(=O)([O-])[O-].[Cs+].[Cs+].[C:33](=[O:43])([O:35][CH2:36][C:37]1[CH:42]=[CH:41][CH:40]=[CH:39][CH:38]=1)[NH2:34], predict the reaction product. The product is: [N:1]1([C:10]2[S:14][C:13]([C:15]([O:17][CH3:18])=[O:16])=[C:12]([NH:34][C:33]([O:35][CH2:36][C:37]3[CH:42]=[CH:41][CH:40]=[CH:39][CH:38]=3)=[O:43])[CH:11]=2)[C:5]2[CH:6]=[CH:7][CH:8]=[CH:9][C:4]=2[N:3]=[CH:2]1. (5) Given the reactants [C:1]([O:5][C:6](=[O:28])[CH2:7][C@@H:8]([CH2:12][CH2:13][CH2:14][C:15]1[CH:20]=[CH:19][C:18]([C:21]2[CH:26]=[CH:25][CH:24]=[CH:23][CH:22]=2)=[C:17]([CH3:27])[CH:16]=1)[C:9]([OH:11])=[O:10])([CH3:4])([CH3:3])[CH3:2].[CH3:29][C@H:30]([NH2:37])[C:31]1[CH:36]=[CH:35][CH:34]=[CH:33][CH:32]=1.C1(N)CCCCC1.C(OC(=O)C[C@@H](CCCC1C=CC(C2C=CC=CC=2)=C(C)C=1)C(O)=O)(C)(C)C.C(O)(=O)CC(CC(O)=O)(C(O)=O)O, predict the reaction product. The product is: [CH3:29][C@H:30]([NH2:37])[C:31]1[CH:36]=[CH:35][CH:34]=[CH:33][CH:32]=1.[C:1]([O:5][C:6](=[O:28])[CH2:7][C@@H:8]([CH2:12][CH2:13][CH2:14][C:15]1[CH:20]=[CH:19][C:18]([C:21]2[CH:22]=[CH:23][CH:24]=[CH:25][CH:26]=2)=[C:17]([CH3:27])[CH:16]=1)[C:9]([OH:11])=[O:10])([CH3:3])([CH3:4])[CH3:2]. (6) Given the reactants [N+:1]([C:4]1[CH:5]=[C:6]([C:10]2[CH:19]=[CH:18][CH:17]=[C:16]3[C:11]=2[CH:12]=[CH:13][N:14]=[C:15]3[NH:20][C:21]2[CH:22]=[C:23]([S:27]([NH2:30])(=[O:29])=[O:28])[CH:24]=[CH:25][CH:26]=2)[CH:7]=[CH:8][CH:9]=1)([O-])=O.NC1C=C(S(N)(=O)=O)C=CC=1, predict the reaction product. The product is: [NH2:1][C:4]1[CH:5]=[C:6]([C:10]2[CH:19]=[CH:18][CH:17]=[C:16]3[C:11]=2[CH:12]=[CH:13][N:14]=[C:15]3[NH:20][C:21]2[CH:22]=[C:23]([S:27]([NH2:30])(=[O:29])=[O:28])[CH:24]=[CH:25][CH:26]=2)[CH:7]=[CH:8][CH:9]=1. (7) Given the reactants [F:1][C:2]1[CH:25]=[CH:24][CH:23]=[C:22]([F:26])[C:3]=1[C:4]([NH:6][C:7]1[CH:12]=[CH:11][C:10](B2OC(C)(C)C(C)(C)O2)=[CH:9][CH:8]=1)=[O:5].[CH3:27][O:28][C:29](=[O:38])[C:30]1[CH:35]=[CH:34][C:33]([CH3:36])=[C:32](Br)[CH:31]=1.C([O-])([O-])=O.[K+].[K+], predict the reaction product. The product is: [CH3:27][O:28][C:29]([C:30]1[CH:31]=[C:32]([C:10]2[CH:9]=[CH:8][C:7]([NH:6][C:4](=[O:5])[C:3]3[C:22]([F:26])=[CH:23][CH:24]=[CH:25][C:2]=3[F:1])=[CH:12][CH:11]=2)[C:33]([CH3:36])=[CH:34][CH:35]=1)=[O:38]. (8) Given the reactants [C:1]([O:5][C:6]([N:8]1[CH2:13][CH2:12][C:11]([CH:20]2[CH2:25][CH2:24][CH2:23][CH2:22][CH2:21]2)([CH2:14]OS(C)(=O)=O)[CH2:10][CH2:9]1)=[O:7])([CH3:4])([CH3:3])[CH3:2].[N-:26]=[N+:27]=[N-:28].[Na+], predict the reaction product. The product is: [C:1]([O:5][C:6]([N:8]1[CH2:13][CH2:12][C:11]([CH:20]2[CH2:25][CH2:24][CH2:23][CH2:22][CH2:21]2)([CH2:14][N:26]=[N+:27]=[N-:28])[CH2:10][CH2:9]1)=[O:7])([CH3:4])([CH3:3])[CH3:2]. (9) Given the reactants [NH2:1][CH:2]1[CH2:7][CH2:6][N:5]([CH2:8][CH2:9][N:10]2[C:19]3[C:14](=[CH:15][CH:16]=[C:17]([C:20]#[N:21])[CH:18]=3)[CH:13]=[CH:12][C:11]2=[O:22])[CH2:4][CH2:3]1.[O:23]1[C:32]2[CH:31]=[C:30]([CH:33]=O)[N:29]=[CH:28][C:27]=2[O:26][CH2:25][CH2:24]1.CO.[BH-](OC(C)=O)(OC(C)=O)OC(C)=O.[Na+].C(Cl)(Cl)[Cl:52], predict the reaction product. The product is: [ClH:52].[O:23]1[C:32]2[CH:31]=[C:30]([CH2:33][NH:1][CH:2]3[CH2:7][CH2:6][N:5]([CH2:8][CH2:9][N:10]4[C:19]5[C:14](=[CH:15][CH:16]=[C:17]([C:20]#[N:21])[CH:18]=5)[CH:13]=[CH:12][C:11]4=[O:22])[CH2:4][CH2:3]3)[N:29]=[CH:28][C:27]=2[O:26][CH2:25][CH2:24]1. (10) Given the reactants Br[C:2]1[CH:3]=[C:4]([CH3:8])[CH:5]=[CH:6][CH:7]=1.[Li]CCCC.CON(C)[C:17]([C:19]1[CH:20]=[N:21][C:22]2[C:27]([C:28]=1[C:29]1[CH:34]=[CH:33][CH:32]=[CH:31][CH:30]=1)=[CH:26][CH:25]=[CH:24][C:23]=2[C:35]([F:38])([F:37])[F:36])=[O:18].Cl, predict the reaction product. The product is: [CH3:8][C:4]1[CH:3]=[C:2]([C:17]([C:19]2[CH:20]=[N:21][C:22]3[C:27]([C:28]=2[C:29]2[CH:30]=[CH:31][CH:32]=[CH:33][CH:34]=2)=[CH:26][CH:25]=[CH:24][C:23]=3[C:35]([F:38])([F:37])[F:36])=[O:18])[CH:7]=[CH:6][CH:5]=1.